This data is from Reaction yield outcomes from USPTO patents with 853,638 reactions. The task is: Predict the reaction yield, written as a fraction of the theoretical maximum amount of product (1.0 means a 100% yield; for example, 0.34 means a 34% yield). The reactants are [CH2:1]([N:5](CCCC)CCCC)[CH2:2]CC.[CH:14]1[CH:19]=[C:18]2[CH:20]([CH2:27][O:28]C(NCC(O)=O)=O)[C:21]3[C:26]([C:17]2=[CH:16][CH:15]=1)=[CH:25][CH:24]=[CH:23][CH:22]=3.ClC(OCC(C)C)=[O:38].[NH2:44][C@H:45]1[CH2:68][CH2:67][C@@:66]2([CH3:69])[C@H:47]([CH2:48][CH2:49][C@@H:50]3[C@@H:65]2[CH2:64][C:63](=[O:70])[C@@:62]2([CH3:71])[C@H:51]3[CH2:52][CH2:53][C@@H:54]2[C@H:55]([CH3:61])[CH2:56][CH2:57][C:58]([OH:60])=[O:59])[CH2:46]1. The catalyst is C1COCC1.CN(C=O)C. The product is [CH:22]1[C:21]2[CH:20]([CH2:27][O:28][NH:5][CH2:1][C:2]([NH:44][C@H:45]3[CH2:68][CH2:67][C@@:66]4([CH3:69])[C@H:47]([CH2:48][CH2:49][C@@H:50]5[C@@H:65]4[CH2:64][C:63](=[O:70])[C@@:62]4([CH3:71])[C@H:51]5[CH2:52][CH2:53][C@@H:54]4[C@H:55]([CH3:61])[CH2:56][CH2:57][C:58]([OH:60])=[O:59])[CH2:46]3)=[O:38])[C:18]3[C:17](=[CH:16][CH:15]=[CH:14][CH:19]=3)[C:26]=2[CH:25]=[CH:24][CH:23]=1. The yield is 0.660.